Dataset: Forward reaction prediction with 1.9M reactions from USPTO patents (1976-2016). Task: Predict the product of the given reaction. (1) Given the reactants [NH2:1][C:2]1[CH:9]=[CH:8][C:5]([C:6]#[N:7])=[CH:4][CH:3]=1.Cl[CH2:11][C:12]([O-:14])=[O:13].[Na+].C(=O)(O)[O-].[Na+], predict the reaction product. The product is: [C:6]([C:5]1[CH:8]=[CH:9][C:2]([NH:1][CH2:11][C:12]([OH:14])=[O:13])=[CH:3][CH:4]=1)#[N:7]. (2) Given the reactants [OH:1][C:2]1[C:7]([CH3:8])=[C:6]([CH3:9])[NH:5][C:4](=[O:10])[CH:3]=1.[N+:11]([O-])([OH:13])=[O:12], predict the reaction product. The product is: [OH:10][C:4]1[C:3]([N+:11]([O-:13])=[O:12])=[C:2]([OH:1])[C:7]([CH3:8])=[C:6]([CH3:9])[N:5]=1.